From a dataset of Forward reaction prediction with 1.9M reactions from USPTO patents (1976-2016). Predict the product of the given reaction. (1) Given the reactants [CH3:1][NH:2][N:3]=[CH:4][C:5](=[O:7])[CH3:6].[Br:8][C:9]1[CH:10]=[C:11]([C:16](=O)[CH:17]=[O:18])[CH:12]=[CH:13][C:14]=1[F:15].C(Cl)(Cl)Cl.CCCCCC.C(OCC)(=O)C, predict the reaction product. The product is: [Br:8][C:9]1[CH:10]=[C:11]([C:16]2[N:2]([CH3:1])[N:3]=[C:4]([C:5](=[O:7])[CH3:6])[C:17]=2[OH:18])[CH:12]=[CH:13][C:14]=1[F:15]. (2) The product is: [C:27]([O:26][C:24](=[O:25])[NH:23][CH:14]([CH2:15][N:16]1[CH2:17][CH2:18][C:19](=[O:22])[CH2:20][CH2:21]1)[C:13]([N:10]1[CH2:11][CH2:12][CH:7]([N:1]2[CH2:6][CH2:5][CH2:4][CH2:3][CH2:2]2)[CH2:8][CH2:9]1)=[O:38])([CH3:30])([CH3:28])[CH3:29]. Given the reactants [N:1]1([CH:7]2[CH2:12][CH2:11][N:10]([C:13](=[O:38])[CH:14]([N:23](C(OC(C)(C)C)=O)[C:24]([O:26][C:27]([CH3:30])([CH3:29])[CH3:28])=[O:25])[CH2:15][N:16]3[CH2:21][CH2:20][CH:19]([OH:22])[CH2:18][CH2:17]3)[CH2:9][CH2:8]2)[CH2:6][CH2:5][CH2:4][CH2:3][CH2:2]1.CC(OI1(OC(C)=O)(OC(C)=O)OC(=O)C2C=CC=CC1=2)=O, predict the reaction product. (3) Given the reactants CC(C)=[O:3].OS(O)(=O)=O.O=[Cr](=O)=O.[Br:14][CH2:15][CH2:16][CH2:17][CH2:18][CH2:19][CH2:20][CH2:21][OH:22], predict the reaction product. The product is: [Br:14][CH2:15][CH2:16][CH2:17][CH2:18][CH2:19][CH2:20][C:21]([OH:3])=[O:22].